Dataset: Experimentally validated miRNA-target interactions with 360,000+ pairs, plus equal number of negative samples. Task: Binary Classification. Given a miRNA mature sequence and a target amino acid sequence, predict their likelihood of interaction. (1) The miRNA is hsa-miR-4263 with sequence AUUCUAAGUGCCUUGGCC. The protein sequence of the target gene is MATTVSTQRGPVYIGELPQDFLRITPTQQQQQIQLDAQAAQQLQYGGTVGTVGRLSITVVQAKLAKNYGMTRMDPYCRLRLGYAVYETPTAHNGAKNPRWNKVIQCTVPPGVDSFYLEIFDERAFSMDDRIAWTHITIPESLKQGQVEDEWYSLSGRQGDDKEGMINLVMSYTSLPAAMMMPPQPVVLMPTVYQQGVGYVPIAGMPAVCSPGMVPMAMPPPAVAPQPRCNEEDLKAIQDMFPNMDREVIRSVLEAQRGNKDAAINSLLQMGEES. Result: 0 (no interaction). (2) The miRNA is mmu-miR-3073a-5p with sequence GUGGUCACAGUUGGCGCCAGCC. The protein sequence of the target gene is MASGDTLYIATDGSEMPAEIVELHEIEVETIPVETIETTVVGEEEEEDDDDEDGGGGDHGGGGGGHGHAGHHHHHHHHHHHHPPMIALQPLVTDDPTQVHHHQEVILVQTREEVVGGDDSDGLRAEDGFEDQILIPVPAPAGGDDDYIEQTLVTVAAAGKSGGGASSGGGRVKKGGGKKSGKKSYLGGGAGAAGGGGADPGNKKWEQKQVQIKTLEGEFSVTMWSSDEKKDIDHETVVEEQIIGENSPPDYSEYMTGKKLPPGGIPGIDLSDPKQLAEFARMKPRKIKEDDAPRTIACPH.... Result: 0 (no interaction). (3) The miRNA is hsa-miR-30d-3p with sequence CUUUCAGUCAGAUGUUUGCUGC. The protein sequence of the target gene is MESADFYEAEPRPPMSSHLQSPPHAPSNAAFGFPRGAGPAPPPAPPAAPEPLGGICEHETSIDISAYIDPAAFNDEFLADLFQHSRQQEKAKAAAGPAGGGGDFDYPGAPAGPGGAVMSAGAHGPPPGYGCAAAGYLDGRLEPLYERVGAPALRPLVIKQEPREEDEAKQLALAGLFPYQPPPPPPPPHPHASPAHLAAPHLQFQIAHCGQTTMHLQPGHPTPPPTPVPSPHPAPAMGAAGLPGPGGSLKGLAGPHPDLRTGGGGGGGAGAGKAKKSVDKNSNEYRVRRERNNIAVRKSR.... Result: 0 (no interaction). (4) The miRNA is hsa-miR-331-3p with sequence GCCCCUGGGCCUAUCCUAGAA. The protein sequence of the target gene is MSTGGDFGNPLRKFKLVFLGEQSVGKTSLITRFMYDSFDNTYQATIGIDFLSKTMYLEDRTVRLQLWDTAGQERFRSLIPSYIRDSTVAVVVYDITNVNSFQQTTKWIDDVRTERGSDVIIMLVGNKTDLADKRQVSIEEGERKAKELNVMFIETSAKAGYNVKQLFRRVAAALPGMESTQDRSREDMIDIKLEKPQEQPVSEGGCSC. Result: 0 (no interaction).